Dataset: Forward reaction prediction with 1.9M reactions from USPTO patents (1976-2016). Task: Predict the product of the given reaction. (1) Given the reactants [CH3:1][O:2][C:3]1[N:4]=[C:5]2[C:10](=[CH:11][CH:12]=1)[N:9]=[CH:8][CH:7]=[C:6]2[OH:13].N1C(C)=CC=CC=1C.[F:22][C:23]([F:36])([F:35])[S:24](O[S:24]([C:23]([F:36])([F:35])[F:22])(=[O:26])=[O:25])(=[O:26])=[O:25], predict the reaction product. The product is: [CH3:1][O:2][C:3]1[N:4]=[C:5]2[C:10](=[CH:11][CH:12]=1)[N:9]=[CH:8][CH:7]=[C:6]2[O:13][S:24]([C:23]([F:36])([F:35])[F:22])(=[O:26])=[O:25]. (2) Given the reactants [CH2:1]([NH:3][C:4]([NH:6][CH2:7][CH3:8])=[O:5])[CH3:2].[C:9](CC(O)=O)#[N:10].C(O[C:19](=[O:21])[CH3:20])(=O)C, predict the reaction product. The product is: [NH2:10][C:9]1[N:6]([CH2:7][CH3:8])[C:4](=[O:5])[N:3]([CH2:1][CH3:2])[C:19](=[O:21])[CH:20]=1. (3) Given the reactants C([Li])CCC.C(NC(C)C)(C)C.[CH3:13][N:14]1[C:19](=[O:20])[C:18]2[CH:21]=[C:22]([CH2:24][C:25]3[C:34]4[C:29](=[CH:30][CH:31]=[CH:32][CH:33]=4)[CH:28]=[CH:27][CH:26]=3)[S:23][C:17]=2[N:16]([CH2:35][CH:36]([CH3:38])[CH3:37])[C:15]1=[O:39].[CH:40]1[CH:45]=[C:44]([S:46][S:46][C:44]2[N:43]=[CH:42][CH:41]=[CH:40][CH:45]=2)[N:43]=[CH:42][CH:41]=1.C(=O)(O)[O-].[Na+], predict the reaction product. The product is: [CH3:13][N:14]1[C:19](=[O:20])[C:18]2[C:21]([S:46][C:44]3[CH:45]=[CH:40][CH:41]=[CH:42][N:43]=3)=[C:22]([CH2:24][C:25]3[C:34]4[C:29](=[CH:30][CH:31]=[CH:32][CH:33]=4)[CH:28]=[CH:27][CH:26]=3)[S:23][C:17]=2[N:16]([CH2:35][CH:36]([CH3:37])[CH3:38])[C:15]1=[O:39]. (4) Given the reactants [Br:1][C:2]1[C:7]([CH3:8])=[CH:6][C:5]([OH:9])=[CH:4][C:3]=1[CH3:10].[O:11]1[CH:16]=[CH:15][CH2:14][CH2:13][CH2:12]1, predict the reaction product. The product is: [Br:1][C:2]1[C:7]([CH3:8])=[CH:6][C:5]([O:9][CH:12]2[CH2:13][CH2:14][CH2:15][CH2:16][O:11]2)=[CH:4][C:3]=1[CH3:10]. (5) Given the reactants CS(O[C@@H:6]1[CH2:10][CH2:9][N:8]([C:11]2[N:16]=[CH:15][C:14]([N:17]3[CH:22]=[CH:21][C:20]([O:23][CH2:24][C:25]4[CH:30]=[CH:29][C:28]([Cl:31])=[CH:27][CH:26]=4)=[CH:19][C:18]3=[O:32])=[CH:13][CH:12]=2)[CH2:7]1)(=O)=O.[CH3:33][NH2:34].C1COCC1, predict the reaction product. The product is: [Cl:31][C:28]1[CH:29]=[CH:30][C:25]([CH2:24][O:23][C:20]2[CH:21]=[CH:22][N:17]([C:14]3[CH:15]=[N:16][C:11]([N:8]4[CH2:9][CH2:10][CH:6]([NH:34][CH3:33])[CH2:7]4)=[CH:12][CH:13]=3)[C:18](=[O:32])[CH:19]=2)=[CH:26][CH:27]=1.